Predict the reaction yield, written as a fraction of the theoretical maximum amount of product (1.0 means a 100% yield; for example, 0.34 means a 34% yield). From a dataset of Reaction yield outcomes from USPTO patents with 853,638 reactions. (1) The reactants are [C:1]([OH:6])(=O)[CH2:2][CH2:3][CH3:4].Cl.[CH3:8][NH:9][O:10][CH3:11].F[P-](F)(F)(F)(F)F.N1(O[P+](N(C)C)(N(C)C)N(C)C)C2C=CC=CC=2N=N1. The catalyst is C(Cl)Cl. The product is [CH3:11][O:10][N:9]([CH3:8])[C:1](=[O:6])[CH2:2][CH2:3][CH3:4]. The yield is 0.880. (2) The reactants are [F:1][C:2]1[C:3]([O:11][CH3:12])=[C:4]([CH2:9]O)[CH:5]=[C:6]([F:8])[CH:7]=1.N1C(C)=CC=CC=1C.[Cl-].[Li+].S([Cl:27])(C)(=O)=O.C(=O)([O-])O.[Na+]. The catalyst is CN(C)C=O. The product is [Cl:27][CH2:9][C:4]1[CH:5]=[C:6]([F:8])[CH:7]=[C:2]([F:1])[C:3]=1[O:11][CH3:12]. The yield is 0.510.